From a dataset of Catalyst prediction with 721,799 reactions and 888 catalyst types from USPTO. Predict which catalyst facilitates the given reaction. (1) Reactant: [F:1][C:2]1[C:31]([F:32])=[CH:30][CH:29]=[CH:28][C:3]=1[CH2:4][NH:5][C:6]1[C:11]([C:12]([NH2:14])=[O:13])=[CH:10][N:9]=[C:8]([NH:15][C:16]2[CH:21]=[CH:20][C:19]([CH:22]3[CH2:27][CH2:26][NH:25][CH2:24][CH2:23]3)=[CH:18][CH:17]=2)[CH:7]=1.CCN(C(C)C)C(C)C.[C:42](O)(C(F)(F)F)=[O:43]. Product: [F:1][C:2]1[C:31]([F:32])=[CH:30][CH:29]=[CH:28][C:3]=1[CH2:4][NH:5][C:6]1[C:11]([C:12]([NH2:14])=[O:13])=[CH:10][N:9]=[C:8]([NH:15][C:16]2[CH:17]=[CH:18][C:19]([CH:22]3[CH2:23][CH2:24][N:25]([CH:42]=[O:43])[CH2:26][CH2:27]3)=[CH:20][CH:21]=2)[CH:7]=1. The catalyst class is: 3. (2) Reactant: Cl.Cl.[CH2:3]([O:5][C:6]([C@H:8]1[CH2:13][CH2:12][C@H:11]([NH2:14])[CH2:10][CH2:9]1)=[O:7])[CH3:4].[C:15](=O)([O-])[O-].[K+].[K+]. Product: [CH2:3]([O:5][C:6]([C@H:8]1[CH2:13][CH2:12][C@H:11]([NH2:14])[CH2:10][CH2:9]1)=[O:7])[CH:4]=[CH2:15]. The catalyst class is: 6. (3) Reactant: [F:1][C:2]1[CH:3]=[CH:4][CH:5]=[C:6]2[C:11]=1[N:10]=[C:9]([C:12](O)=[O:13])[CH:8]=[C:7]2[C:15]1[CH:20]=[CH:19][C:18]([F:21])=[CH:17][CH:16]=1.C([O-])=O.[NH4+].F[P-](F)(F)(F)(F)F.[N:33]1(O[P+](N(C)C)(N(C)C)N(C)C)C2C=CC=CC=2N=N1.C(N(CC)CC)C. Product: [F:1][C:2]1[CH:3]=[CH:4][CH:5]=[C:6]2[C:11]=1[N:10]=[C:9]([C:12]([NH2:33])=[O:13])[CH:8]=[C:7]2[C:15]1[CH:20]=[CH:19][C:18]([F:21])=[CH:17][CH:16]=1. The catalyst class is: 59. (4) Reactant: Cl[C:2]1[C:7]([C:8]#[N:9])=[C:6](Cl)[N:5]=[CH:4][N:3]=1.[F:11][C:12]1[CH:18]=[CH:17][C:16]([F:19])=[CH:15][C:13]=1[NH2:14].C([O-])([O-])=O.[K+].[K+].[CH:26]([C:29]1[N:33]=[C:32]([CH:34]2[CH2:39][CH2:38][NH:37][CH2:36][CH2:35]2)[O:31][N:30]=1)([CH3:28])[CH3:27]. Product: [F:11][C:12]1[CH:18]=[CH:17][C:16]([F:19])=[CH:15][C:13]=1[NH:14][C:2]1[C:7]([C:8]#[N:9])=[C:6]([N:37]2[CH2:36][CH2:35][CH:34]([C:32]3[O:31][N:30]=[C:29]([CH:26]([CH3:28])[CH3:27])[N:33]=3)[CH2:39][CH2:38]2)[N:5]=[CH:4][N:3]=1. The catalyst class is: 303.